This data is from Experimentally validated miRNA-target interactions with 360,000+ pairs, plus equal number of negative samples. The task is: Binary Classification. Given a miRNA mature sequence and a target amino acid sequence, predict their likelihood of interaction. (1) The miRNA is hsa-miR-4263 with sequence AUUCUAAGUGCCUUGGCC. The protein sequence of the target gene is MSAYPKSYNPFDDDGEDEGARPAPWRDARDLPDGPDAPADRQQYLRQEVLRRAEATAASTSRSLALMYESEKVGVASSEELARQRGVLERTEKMVDKMDQDLKISQKHINSIKSVFGGLVNYFKSKPVETPPEQNGTLTSQPNNRLKEAISTSKEQEAKYQASHPNLRKLDDTDPVPRGAGSAMSTDAYPKNPHLRAYHQKIDSNLDELSMGLGRLKDIALGMQTEIEEQDDILDRLTTKVDKLDVNIKSTERKVRQL. Result: 0 (no interaction). (2) The protein sequence of the target gene is MAAELSMGPELPTSPLAMEYVNDFDLLKFDVKKEPLGRAERPGRPCTRLQPAGSVSSTPLSTPCSSVPSSPSFSPTEQKTHLEDLYWMASNYQQMNPEALNLTPEDAVEALIGSHPVPQPLQSFDSFRGAHHHHHHHHPHPHHAYPGAGVAHDELGPHAHPHHHHHHQASPPPSSAASPAQQLPTSHPGPGPHATASATAAGGNGSVEDRFSDDQLVSMSVRELNRHLRGFTKDEVIRLKQKRRTLKNRGYAQSCRYKRVQQKHHLENEKTQLIQQVEQLKQEVSRLARERDAYKVKCEK.... The miRNA is hsa-miR-3119 with sequence UGGCUUUUAACUUUGAUGGC. Result: 0 (no interaction).